From a dataset of Full USPTO retrosynthesis dataset with 1.9M reactions from patents (1976-2016). Predict the reactants needed to synthesize the given product. (1) Given the product [CH3:1][N:2]1[CH2:24][CH2:23][C:5]2[N:6]([CH2:14][CH:15]([O:16][C:27](=[O:34])[CH2:28][CH2:29][CH2:30][CH2:31][CH2:32][CH3:33])[C:17]3[CH:18]=[CH:19][N:20]=[CH:21][CH:22]=3)[C:7]3[CH:8]=[CH:9][C:10]([CH3:13])=[CH:11][C:12]=3[C:4]=2[CH2:3]1, predict the reactants needed to synthesize it. The reactants are: [CH3:1][N:2]1[CH2:24][CH2:23][C:5]2[N:6]([CH2:14][CH:15]([C:17]3[CH:22]=[CH:21][N:20]=[CH:19][CH:18]=3)[OH:16])[C:7]3[CH:8]=[CH:9][C:10]([CH3:13])=[CH:11][C:12]=3[C:4]=2[CH2:3]1.[H-].[Na+].[C:27](Cl)(=[O:34])[CH2:28][CH2:29][CH2:30][CH2:31][CH2:32][CH3:33]. (2) Given the product [CH3:49][NH:45][C:36](=[O:38])[CH2:35][C:30]1[CH:31]=[CH:32][CH:33]=[CH:34][C:29]=1[CH2:28][CH2:27][C:25]1[C:24]([C:39]([F:42])([F:41])[F:40])=[CH:23][N:22]=[C:21]([NH:20][C:17]2[CH:16]=[CH:15][C:14]([N:11]3[CH2:12][CH2:13][NH:8][CH2:9][CH2:10]3)=[CH:19][CH:18]=2)[N:26]=1, predict the reactants needed to synthesize it. The reactants are: C(OC([N:8]1[CH2:13][CH2:12][N:11]([C:14]2[CH:19]=[CH:18][C:17]([NH:20][C:21]3[N:26]=[C:25]([CH2:27][CH2:28][C:29]4[CH:34]=[CH:33][CH:32]=[CH:31][C:30]=4[CH2:35][C:36]([O-:38])=O)[C:24]([C:39]([F:42])([F:41])[F:40])=[CH:23][N:22]=3)=[CH:16][CH:15]=2)[CH2:10][CH2:9]1)=O)(C)(C)C.[Li+].O[N:45]1[C:49]2C=CC=CC=2N=N1.CCN=C=NCCCN(C)C.C(N(CC)C(C)C)(C)C.Cl.CN. (3) Given the product [Cl:1][C:2]1[CH:8]=[C:7]2[C:5](=[CH:4][C:3]=1[OH:9])[O:6][CH:33]=[C:23]([C:19]1[CH:18]=[C:17]([CH:22]=[CH:21][CH:20]=1)[O:16][CH2:15][CH2:14][CH2:13][CH2:12][C:10]#[N:11])[C:24]2=[O:26], predict the reactants needed to synthesize it. The reactants are: [Cl:1][C:2]1[CH:8]=[CH:7][C:5]([OH:6])=[CH:4][C:3]=1[OH:9].[C:10]([CH2:12][CH2:13][CH2:14][CH2:15][O:16][C:17]1[CH:18]=[C:19]([CH2:23][C:24]([OH:26])=O)[CH:20]=[CH:21][CH:22]=1)#[N:11].P(Cl)(Cl)(Cl)(Cl)Cl.[CH3:33]N(C=O)C. (4) Given the product [CH3:10][N:11]1[CH2:16][CH2:15][CH:14]([O:17][C:2]2[CH:9]=[CH:8][CH:7]=[CH:6][C:3]=2[C:4]#[N:5])[CH2:13][CH2:12]1, predict the reactants needed to synthesize it. The reactants are: F[C:2]1[CH:9]=[CH:8][CH:7]=[CH:6][C:3]=1[C:4]#[N:5].[CH3:10][N:11]1[CH2:16][CH2:15][CH:14]([OH:17])[CH2:13][CH2:12]1.[H-].[Na+].O. (5) The reactants are: [H-].[Na+].[CH3:3][OH:4].Cl[C:6]1[N:7]=[C:8]([N:26]2[CH2:31][CH2:30][NH:29][CH2:28][CH:27]2[C:32](=[O:41])[NH:33][C:34]2[CH:39]=[CH:38][CH:37]=[C:36]([CH3:40])[CH:35]=2)[C:9]2[N:15]=[C:14]([C:16]3[CH:21]=[CH:20][C:19]([O:22][CH3:23])=[C:18]([O:24][CH3:25])[CH:17]=3)[CH:13]=[CH:12][C:10]=2[N:11]=1. Given the product [CH3:3][O:4][C:6]1[N:7]=[C:8]([N:26]2[CH2:31][CH2:30][NH:29][CH2:28][CH:27]2[C:32](=[O:41])[NH:33][C:34]2[CH:39]=[CH:38][CH:37]=[C:36]([CH3:40])[CH:35]=2)[C:9]2[N:15]=[C:14]([C:16]3[CH:21]=[CH:20][C:19]([O:22][CH3:23])=[C:18]([O:24][CH3:25])[CH:17]=3)[CH:13]=[CH:12][C:10]=2[N:11]=1, predict the reactants needed to synthesize it. (6) Given the product [CH3:13][O:12][C:8](=[O:11])[CH2:9][CH2:10][NH:1][N:2]1[CH2:7][CH2:6][CH2:5][CH2:4][CH2:3]1, predict the reactants needed to synthesize it. The reactants are: [NH2:1][N:2]1[CH2:7][CH2:6][CH2:5][CH2:4][CH2:3]1.[C:8]([O:12][CH3:13])(=[O:11])[CH:9]=[CH2:10]. (7) Given the product [CH3:1][C:2]1[C:7]([O:8][CH2:9][C:10]([F:12])([F:11])[F:13])=[CH:6][CH:5]=[N:4][C:3]=1[CH2:14][S+:15]([O-:29])[C:16]1[NH:20][C:19]2[CH:21]=[CH:22][CH:23]=[CH:24][C:18]=2[N:17]=1, predict the reactants needed to synthesize it. The reactants are: [CH3:1][C:2]1[C:3]([CH2:14][S:15][C:16]2[NH:20][C:19]3[CH:21]=[CH:22][CH:23]=[CH:24][C:18]=3[N:17]=2)=[N:4][CH:5]=[CH:6][C:7]=1[O:8][CH2:9][C:10]([F:13])([F:12])[F:11].CC([O:29]O)(C)C.O.